This data is from Catalyst prediction with 721,799 reactions and 888 catalyst types from USPTO. The task is: Predict which catalyst facilitates the given reaction. (1) Reactant: C([O:8][C:9]1[CH:10]=[C:11]([C:15]2[CH:24]=[C:23]3[C:18]([CH2:19][CH2:20][CH:21]([C:25]([O:27][CH3:28])=[O:26])[CH2:22]3)=[CH:17][CH:16]=2)[CH:12]=[CH:13][CH:14]=1)C1C=CC=CC=1. Product: [OH:8][C:9]1[CH:10]=[C:11]([C:15]2[CH:24]=[C:23]3[C:18]([CH2:19][CH2:20][CH:21]([C:25]([O:27][CH3:28])=[O:26])[CH2:22]3)=[CH:17][CH:16]=2)[CH:12]=[CH:13][CH:14]=1. The catalyst class is: 7. (2) Reactant: C(O)(C(F)(F)F)=O.C(OC(=O)[NH:14][C:15]1[CH:16]=[N:17][CH:18]=[C:19]([N:21]2[CH:25]=[CH:24][CH:23]=[CH:22]2)[CH:20]=1)(C)(C)C. Product: [N:21]1([C:19]2[CH:20]=[C:15]([NH2:14])[CH:16]=[N:17][CH:18]=2)[CH:22]=[CH:23][CH:24]=[CH:25]1. The catalyst class is: 22. (3) Reactant: F[C:2]1[N:7]2[CH:8]=[C:9]([CH2:11][N:12]3[C@H:25]4[C@H:16]([CH2:17][CH2:18][C:19]5[C:24]4=[N:23][CH:22]=[CH:21][CH:20]=5)[CH2:15][CH2:14][CH2:13]3)[N:10]=[C:6]2[CH:5]=[CH:4][CH:3]=1.[CH3:26][N:27]1[CH2:32][CH2:31][NH:30][CH2:29][CH2:28]1. Product: [CH3:26][N:27]1[CH2:32][CH2:31][N:30]([C:2]2[N:7]3[CH:8]=[C:9]([CH2:11][N:12]4[C@H:25]5[C@H:16]([CH2:17][CH2:18][C:19]6[C:24]5=[N:23][CH:22]=[CH:21][CH:20]=6)[CH2:15][CH2:14][CH2:13]4)[N:10]=[C:6]3[CH:5]=[CH:4][CH:3]=2)[CH2:29][CH2:28]1. The catalyst class is: 16. (4) Reactant: [F:1][C:2]1[CH:26]=[CH:25][CH:24]=[CH:23][C:3]=1[CH2:4][C:5]1[C:9]2=[N:10][CH:11]=[CH:12][CH:13]=[C:8]2[N:7]([C:14]2[N:19]=[C:18]([NH2:20])[C:17]([NH2:21])=[C:16]([NH2:22])[N:15]=2)[N:6]=1.I[CH3:28].[O:29]1CCC[CH2:30]1. Product: [NH2:20][C:18]1[N:19]=[C:14]([N:7]2[C:8]3[C:9](=[N:10][CH:11]=[CH:12][CH:13]=3)[C:5]([CH2:4][C:3]3[CH:23]=[CH:24][CH:25]=[CH:26][C:2]=3[F:1])=[N:6]2)[N:15]=[C:16]2[C:17]=1[N:21]([CH3:28])[C:30](=[O:29])[NH:22]2. The catalyst class is: 13. (5) Reactant: C(N(C(C)C)CC)(C)C.[C:10]([OH:13])(=[O:12])[CH3:11].[C:14]([OH:17])(=[O:16])[CH3:15].[OH:18][C:19]1[CH:24]=[CH:23][C:22]([C@@H:25]([OH:56])[CH2:26][N:27]([CH2:43][C@H:44]([OH:55])[C:45]2[CH:50]=[CH:49][C:48]([OH:51])=[C:47]([NH:52][CH:53]=[O:54])[CH:46]=2)[CH2:28][CH2:29][CH2:30][CH2:31][C:32]2[CH:37]=[CH:36][C:35]([CH2:38][CH2:39][CH2:40][CH2:41][NH2:42])=[CH:34][CH:33]=2)=[CH:21][C:20]=1[NH:57][CH:58]=[O:59].I.[NH2:61][C:62]1[C:63]([C:70]([NH:72][C:73](=[NH:76])SC)=[O:71])=[N:64][C:65]([Cl:69])=[C:66]([NH2:68])[N:67]=1. Product: [C:10]([OH:13])(=[O:12])[CH3:11].[C:14]([OH:17])(=[O:16])[CH3:15].[OH:55][C@H:44]([C:45]1[CH:50]=[CH:49][C:48]([OH:51])=[C:47]([NH:52][CH:53]=[O:54])[CH:46]=1)[CH2:43][N:27]([CH2:26][C@@H:25]([C:22]1[CH:23]=[CH:24][C:19]([OH:18])=[C:20]([NH:57][CH:58]=[O:59])[CH:21]=1)[OH:56])[CH2:28][CH2:29][CH2:30][CH2:31][C:32]1[CH:33]=[CH:34][C:35]([CH2:38][CH2:39][CH2:40][CH2:41][NH:42][C:73]([NH:72][C:70]([C:63]2[C:62]([NH2:61])=[N:67][C:66]([NH2:68])=[C:65]([Cl:69])[N:64]=2)=[O:71])=[NH:76])=[CH:36][CH:37]=1. The catalyst class is: 8. (6) Reactant: [CH3:1][O:2][C:3](=[O:14])[C@H:4]([NH2:13])[CH2:5][C:6]1[CH:11]=[CH:10][CH:9]=[CH:8][C:7]=1[F:12].[CH2:15](Br)[C:16]1[CH:21]=[CH:20][CH:19]=[CH:18][CH:17]=1.C(=O)([O-])[O-].[K+].[K+].[Cl-].[NH4+]. Product: [CH3:1][O:2][C:3](=[O:14])[C@H:4]([N:13]([CH2:5][C:6]1[CH:11]=[CH:10][CH:9]=[CH:8][CH:7]=1)[CH2:15][C:16]1[CH:21]=[CH:20][CH:19]=[CH:18][CH:17]=1)[CH2:5][C:6]1[CH:11]=[CH:10][CH:9]=[CH:8][C:7]=1[F:12]. The catalyst class is: 10. (7) The catalyst class is: 714. Reactant: [CH2:1]([O:8][CH2:9][CH2:10][CH2:11][C@@H:12]([C:21]([NH:23][CH:24]([C:30](=O)[CH3:31])[C:25]([O:27][CH2:28][CH3:29])=[O:26])=[O:22])[NH:13]C(OC(C)(C)C)=O)[C:2]1[CH:7]=[CH:6][CH:5]=[CH:4][CH:3]=1.Cl. Product: [CH2:1]([O:8][CH2:9][CH2:10][CH2:11][C:12]1[N:13]=[C:30]([CH3:31])[C:24]([C:25]([O:27][CH2:28][CH3:29])=[O:26])=[N:23][C:21]=1[OH:22])[C:2]1[CH:3]=[CH:4][CH:5]=[CH:6][CH:7]=1.